From a dataset of Full USPTO retrosynthesis dataset with 1.9M reactions from patents (1976-2016). Predict the reactants needed to synthesize the given product. (1) Given the product [CH3:1][S:2]([C:5]1[CH:13]=[C:12]2[C:8]([CH:9]=[CH:10][NH:11]2)=[CH:7][CH:6]=1)(=[O:4])=[O:3], predict the reactants needed to synthesize it. The reactants are: [CH3:1][S:2]([C:5]1[CH:13]=[C:12]2[C:8]([CH:9]=[CH:10][N:11]2O)=[CH:7][CH:6]=1)(=[O:4])=[O:3]. (2) Given the product [Cl:1][C:2]1[CH:7]=[CH:6][C:5]([CH2:16][CH:17]2[CH2:18][CH2:13][CH2:14][O:19]2)=[CH:4][CH:3]=1, predict the reactants needed to synthesize it. The reactants are: [Cl:1][C:2]1[CH:7]=[CH:6][C:5](B(O)O)=[CH:4][CH:3]=1.Cl.N[CH:13]1[CH2:18][CH2:17][CH2:16]C[CH:14]1[OH:19].C[Si](C)(C)N[Si](C)(C)C.[Na].BrCC1CCCO1. (3) The reactants are: [CH2:1]([N:5]1[C:9](=[O:10])[N:8]([CH2:11][CH2:12][CH2:13][CH3:14])[C:7](=[O:15])[P:6]1[CH3:16])[CH2:2][CH2:3][CH3:4].[CH3:17][I:18]. Given the product [I-:18].[CH2:1]([N:5]1[C:9](=[O:10])[N:8]([CH2:11][CH2:12][CH2:13][CH3:14])[C:7](=[O:15])[P+:6]1([CH3:17])[CH3:16])[CH2:2][CH2:3][CH3:4], predict the reactants needed to synthesize it. (4) Given the product [C:13]([O:16][C:17]([NH:19][C:20]1[CH:24]=[C:23]([C:25]([NH:1][C:2]2[NH:3][C:4]3[CH:10]=[CH:9][CH:8]=[CH:7][C:5]=3[N:6]=2)=[O:26])[N:22]([CH3:37])[CH:21]=1)=[O:18])([CH3:15])([CH3:12])[CH3:14], predict the reactants needed to synthesize it. The reactants are: [NH2:1][C:2]1[NH:3][C:4]2[CH:10]=[C:9](N)[CH:8]=[CH:7][C:5]=2[N:6]=1.[CH3:12][C:13]([O:16][C:17]([NH:19][C:20]1[CH:24]=[C:23]([C:25](ON2N=NC3C2=CC=CC=3)=[O:26])[N:22]([CH3:37])[CH:21]=1)=[O:18])([CH3:15])[CH3:14].C1(C=CC(O)=CC=1)O. (5) The reactants are: C(O[C:6]([NH:8][NH:9][C:10](=[S:19])[C:11]1[CH:16]=[CH:15][C:14]([F:17])=[C:13]([F:18])[CH:12]=1)=[O:7])(C)(C)C.C(OC(NNC(=O)C1C=CC(F)=CC=1)=O)(C)(C)C.C(O)(C(F)(F)F)=O.CCN(C(C)C)C(C)C.[CH3:54][O:55][C:56](=[O:74])[C:57]1[CH:62]=[CH:61][CH:60]=[C:59]([C:63]2[O:64][C:65]3[CH:71]=[CH:70][CH:69]=[C:68]([CH:72]=O)[C:66]=3[N:67]=2)[CH:58]=1.[F:75][C:76]1[CH:84]=[C:83]([F:85])[CH:82]=[C:81]([F:86])[C:77]=1C(Cl)=O. Given the product [CH3:54][O:55][C:56](=[O:74])[C:57]1[CH:62]=[CH:61][CH:60]=[C:59]([C:63]2[O:64][C:65]3[CH:71]=[CH:70][CH:69]=[C:68]([CH:72]4[N:8]([C:6](=[O:7])[C:77]5[C:76]([F:75])=[CH:84][C:83]([F:85])=[CH:82][C:81]=5[F:86])[N:9]=[C:10]([C:11]5[CH:16]=[CH:15][C:14]([F:17])=[C:13]([F:18])[CH:12]=5)[S:19]4)[C:66]=3[N:67]=2)[CH:58]=1, predict the reactants needed to synthesize it. (6) Given the product [CH3:37][O:38][C:39]1[CH:40]=[CH:41][C:42]2[NH:46][C:45](=[O:47])[N:44]([CH2:48][C@H:49]3[CH2:54][CH2:53][C@H:52]([C:55]([N:28]4[CH2:29][CH2:30][N:25]([C:31]5[N:32]=[CH:33][CH:34]=[CH:35][N:36]=5)[CH2:26][CH2:27]4)=[O:56])[CH2:51][CH2:50]3)[C:43]=2[CH:58]=1, predict the reactants needed to synthesize it. The reactants are: CN(C(ON1N=NC2C=CC=NC1=2)=[N+](C)C)C.F[P-](F)(F)(F)(F)F.[N:25]1([C:31]2[N:36]=[CH:35][CH:34]=[CH:33][N:32]=2)[CH2:30][CH2:29][NH:28][CH2:27][CH2:26]1.[CH3:37][O:38][C:39]1[CH:40]=[CH:41][C:42]2[NH:46][C:45](=[O:47])[N:44]([CH2:48][C@H:49]3[CH2:54][CH2:53][C@H:52]([C:55](O)=[O:56])[CH2:51][CH2:50]3)[C:43]=2[CH:58]=1.